This data is from Experimentally validated miRNA-target interactions with 360,000+ pairs, plus equal number of negative samples. The task is: Binary Classification. Given a miRNA mature sequence and a target amino acid sequence, predict their likelihood of interaction. (1) The miRNA is hsa-miR-4690-3p with sequence GCAGCCCAGCUGAGGCCUCUG. The protein sequence of the target gene is MARCFSLVLLLTSIWTTRLLVQGSLRAEELSIQVSCRIMGITLVSKKANQQLNFTEAKEACRLLGLSLAGKDQVETALKASFETCSYGWVGDGFVVISRISPNPKCGKNGVGVLIWKVPVSRQFAAYCYNSSDTWTNSCIPEIITTKDPIFNTQTATQTTEFIVSDSTYSVASPYSTIPAPTTTPPAPASTSIPRRKKLICVTEVFMETSTMSTETEPFVENKAAFKNEAAGFGGVPTALLVLALLFFGAAAGLGFCYVKRYVKAFPFTNKNQQKEMIETKVVKEEKANDSNPNEESKKT.... Result: 1 (interaction). (2) The miRNA is dme-miR-263b-5p with sequence CUUGGCACUGGGAGAAUUCAC. The protein sequence of the target gene is MCGICCSVNFSAEHFSQDLKEDLLYNLKQRGPNSSKQLLKSDVNYQCLFSAHVLHLRGVLTTQPVEDERGNVFLWNGEIFSGIKVEAEENDTQILFNYLSSCKNESEILSLFSEVQGPWSFIYYQASSHYLWFGRDFFGRRSLLWHFSNLGKSFCLSSVGTQTSGLANQWQEVPASGLFRIDLKSTVISGCIILQLYPWKYISRENIIEENVNSLSQISADLPAFVSVVANEAKLYLEKPVVPLNMMLPQAALETHCSNISNVPPTREILQVFLTDVHMKEVIQQFIDVLSVAVKKRVLC.... Result: 0 (no interaction).